From a dataset of Reaction yield outcomes from USPTO patents with 853,638 reactions. Predict the reaction yield, written as a fraction of the theoretical maximum amount of product (1.0 means a 100% yield; for example, 0.34 means a 34% yield). (1) The reactants are S([O-])([O-])(=O)=O.[Na+].[Na+].Cl[C:9](Cl)(Cl)[CH:10]([OH:12])O.[S:15]1[CH2:21][CH2:20][CH2:19][NH:18][C:17]2[CH:22]=[CH:23][CH:24]=[CH:25][C:16]1=2.Cl.NO.Cl.[OH2:30]. The catalyst is C(O)C. The product is [CH2:19]1[N:18]2[C:17]3[C:16](=[CH:25][C:10](=[O:12])[C:9](=[O:30])[C:22]=3[CH:23]=[CH:24]2)[S:15][CH2:21][CH2:20]1. The yield is 0.410. (2) The yield is 0.860. The product is [CH3:15][N:16]([CH3:19])[C:17]1[CH:8]=[CH:9][CH:10]=[C:4]([N+:1]([O-:3])=[O:2])[CH:5]=1. No catalyst specified. The reactants are [N+:1]([C:4]1[CH:5]=C([CH:8]=[CH:9][CH:10]=1)N)([O-:3])=[O:2].[H-].[Na+].IC.[CH3:15][N:16]([CH3:19])[CH:17]=O. (3) The reactants are Cl.[CH3:2][NH:3][CH3:4].C[Al](C)C.[O:9]([C:16]1[CH:17]=[C:18]([N:22]([CH2:30][C:31]2[CH:32]=[C:33]([CH:38]=[CH:39][CH:40]=2)[C:34](OC)=[O:35])[CH2:23][CH:24]([OH:29])[C:25]([F:28])([F:27])[F:26])[CH:19]=[CH:20][CH:21]=1)[C:10]1[CH:15]=[CH:14][CH:13]=[CH:12][CH:11]=1.CN([Al]CCl)C. The catalyst is C1(C)C=CC=CC=1.C(OCC)(=O)C. The product is [CH3:2][N:3]([CH3:4])[C:34](=[O:35])[C:33]1[CH:38]=[CH:39][CH:40]=[C:31]([CH2:30][N:22]([C:18]2[CH:19]=[CH:20][CH:21]=[C:16]([O:9][C:10]3[CH:15]=[CH:14][CH:13]=[CH:12][CH:11]=3)[CH:17]=2)[CH2:23][CH:24]([OH:29])[C:25]([F:28])([F:27])[F:26])[CH:32]=1. The yield is 0.910. (4) The reactants are [C:1]([O:5][C:6](=[O:34])[CH:7](O)[CH:8]([NH:22]C(OCC1C=CC=CC=1)=O)[CH2:9][CH2:10][O:11][C:12]1[C:17]([F:18])=[C:16]([F:19])[CH:15]=[C:14]([F:20])[C:13]=1[F:21])([CH3:4])([CH3:3])[CH3:2].C[OH:36]. No catalyst specified. The product is [C:1]([O:5][C:6](=[O:34])[CH2:7][CH:8]([NH2:22])[CH:9]([OH:36])[CH2:10][O:11][C:12]1[C:17]([F:18])=[C:16]([F:19])[CH:15]=[C:14]([F:20])[C:13]=1[F:21])([CH3:4])([CH3:3])[CH3:2]. The yield is 0.990. (5) The reactants are C([O:4][CH2:5][CH:6]=[CH:7][CH2:8][O:9][C:10](=[O:12])[CH3:11])(=O)C.[C:13]1(C)C=CC=CC=1. No catalyst specified. The product is [CH:5]([C:6]([CH2:7][CH2:8][O:9][C:10](=[O:12])[CH3:11])=[CH2:13])=[O:4]. The yield is 0.999. (6) The reactants are Br[C:2]1[CH:7]=[CH:6][C:5]([S:8]([NH:11][C:12]2[S:13][CH:14]=[CH:15][N:16]=2)(=[O:10])=[O:9])=[CH:4][CH:3]=1.C(O)(=O)C.[NH:21]1[CH2:24][CH:23]([NH:25][C:26](=[O:32])[O:27][C:28]([CH3:31])([CH3:30])[CH3:29])[CH2:22]1.C1(C2C=CC=CC=2)C=CC=CC=1P(C(C)(C)C)C(C)(C)C.O. The catalyst is C1(C)C=CC=CC=1.C1C=CC(/C=C/C(/C=C/C2C=CC=CC=2)=O)=CC=1.C1C=CC(/C=C/C(/C=C/C2C=CC=CC=2)=O)=CC=1.C1C=CC(/C=C/C(/C=C/C2C=CC=CC=2)=O)=CC=1.[Pd].[Pd]. The product is [S:13]1[CH:14]=[CH:15][N:16]=[C:12]1[NH:11][S:8]([C:5]1[CH:6]=[CH:7][C:2]([N:21]2[CH2:24][CH:23]([NH:25][C:26](=[O:32])[O:27][C:28]([CH3:30])([CH3:29])[CH3:31])[CH2:22]2)=[CH:3][CH:4]=1)(=[O:10])=[O:9]. The yield is 0.330. (7) The reactants are Cl[C:2]1[N:6]=[C:5]([C:7]2[CH:8]=[C:9]3[C:13](=[CH:14][CH:15]=2)[NH:12][CH:11]=[CH:10]3)[S:4][N:3]=1.[CH3:16][O:17][C:18]1[CH:25]=[CH:24][C:21]([CH2:22][NH2:23])=[CH:20][CH:19]=1. The catalyst is CS(C)=O. The product is [NH:12]1[C:13]2[C:9](=[CH:8][C:7]([C:5]3[S:4][N:3]=[C:2]([NH:23][CH2:22][C:21]4[CH:24]=[CH:25][C:18]([O:17][CH3:16])=[CH:19][CH:20]=4)[N:6]=3)=[CH:15][CH:14]=2)[CH:10]=[CH:11]1. The yield is 0.705. (8) The reactants are [F:1][C:2]([F:14])([F:13])[C:3]1[CH:8]=[CH:7][C:6]([C:9]#[C:10][CH2:11][OH:12])=[CH:5][CH:4]=1.CC(OI1(OC(C)=O)(OC(C)=O)OC(=O)C2C=CC=CC1=2)=O.C1C=CC=CC=1. The catalyst is C(Cl)Cl. The product is [F:1][C:2]([F:13])([F:14])[C:3]1[CH:4]=[CH:5][C:6]([C:9]#[C:10][CH:11]=[O:12])=[CH:7][CH:8]=1. The yield is 0.840. (9) The reactants are [Br:1][C:2]1[CH:7]=[CH:6][C:5]([N:8]2[C:16]3[C:11](=[CH:12][C:13](OS(C(F)(F)F)(=O)=O)=[CH:14][CH:15]=3)[CH:10]=[CH:9]2)=[CH:4][CH:3]=1.[Li+].[Br-].[CH2:27]([OH:32])[CH2:28][CH2:29][C:30]#[CH:31]. The catalyst is N1CCCCC1.C1C=CC(P(C2C=CC=CC=2)CCP(C2C=CC=CC=2)C2C=CC=CC=2)=CC=1.Cl[Pd]Cl. The product is [Br:1][C:2]1[CH:7]=[CH:6][C:5]([N:8]2[C:16]3[C:11](=[CH:12][C:13]([C:31]#[C:30][CH2:29][CH2:28][CH2:27][OH:32])=[CH:14][CH:15]=3)[CH:10]=[CH:9]2)=[CH:4][CH:3]=1. The yield is 0.300. (10) The reactants are [CH3:1][S:2]([O:5][CH2:6][C@H:7]([CH2:13][C:14]1[CH:19]=[CH:18][C:17]2[O:20][CH2:21][O:22][C:16]=2[CH:15]=1)[C:8]([O:10]CC)=[O:9])(=[O:4])=[O:3].S(=O)(=O)(O)O. The catalyst is C(O)(=O)C. The product is [CH3:1][S:2]([O:5][CH2:6][C@H:7]([CH2:13][C:14]1[CH:19]=[CH:18][C:17]2[O:20][CH2:21][O:22][C:16]=2[CH:15]=1)[C:8]([OH:10])=[O:9])(=[O:3])=[O:4]. The yield is 0.580.